This data is from Full USPTO retrosynthesis dataset with 1.9M reactions from patents (1976-2016). The task is: Predict the reactants needed to synthesize the given product. The reactants are: [F:1][C:2]1[CH:23]=[CH:22][C:5]([CH2:6][NH:7][C:8]([C:10]2[S:18][C:17]3[N:12]([C:13](=[O:21])[NH:14][C:15](=[O:20])[C:16]=3[CH3:19])[CH:11]=2)=[O:9])=[CH:4][CH:3]=1.C(=O)([O-])[O-].[Cs+].[Cs+].Br[CH2:31][C:32]#[C:33][CH3:34]. Given the product [F:1][C:2]1[CH:3]=[CH:4][C:5]([CH2:6][NH:7][C:8]([C:10]2[S:18][C:17]3[N:12]([C:13](=[O:21])[N:14]([CH2:31][C:32]#[C:33][CH3:34])[C:15](=[O:20])[C:16]=3[CH3:19])[CH:11]=2)=[O:9])=[CH:22][CH:23]=1, predict the reactants needed to synthesize it.